From a dataset of Full USPTO retrosynthesis dataset with 1.9M reactions from patents (1976-2016). Predict the reactants needed to synthesize the given product. Given the product [ClH:33].[C:1]([C:4]1[CH:5]=[C:6]([C:10]2[N:11]=[CH:12][N:13]([C:15]([N:17]([CH:19]3[CH2:20][CH2:21][N:22]([C:25]4[CH:30]=[CH:29][CH:28]=[CH:27][C:26]=4[O:31][CH3:32])[CH2:23][CH2:24]3)[CH3:18])=[O:16])[CH:14]=2)[CH:7]=[CH:8][CH:9]=1)(=[O:3])[NH2:2], predict the reactants needed to synthesize it. The reactants are: [C:1]([C:4]1[CH:5]=[C:6]([C:10]2[N:11]=[CH:12][N:13]([C:15]([N:17]([CH:19]3[CH2:24][CH2:23][N:22]([C:25]4[CH:30]=[CH:29][CH:28]=[CH:27][C:26]=4[O:31][CH3:32])[CH2:21][CH2:20]3)[CH3:18])=[O:16])[CH:14]=2)[CH:7]=[CH:8][CH:9]=1)(=[O:3])[NH2:2].[ClH:33].C(OCC)C.